Dataset: Full USPTO retrosynthesis dataset with 1.9M reactions from patents (1976-2016). Task: Predict the reactants needed to synthesize the given product. (1) Given the product [F:18][C:2]([F:1])([F:17])[C@H:3]1[CH2:8][NH:7][CH2:6][C@@H:5]([NH:9][C:10](=[O:16])[O:11][C:12]([CH3:13])([CH3:14])[CH3:15])[CH2:4]1, predict the reactants needed to synthesize it. The reactants are: [F:1][C:2]([F:18])([F:17])[C:3]1[CH:4]=[C:5]([NH:9][C:10](=[O:16])[O:11][C:12]([CH3:15])([CH3:14])[CH3:13])[CH:6]=[N:7][CH:8]=1. (2) The reactants are: [Si:1]([O:8][C@@H:9]1[C@H:13]([CH2:14][CH3:15])[NH:12][C:11](=[O:16])[CH2:10]1)([C:4]([CH3:7])([CH3:6])[CH3:5])([CH3:3])[CH3:2].Br[C:18]1[CH:25]=[CH:24][C:21]([C:22]#[N:23])=[C:20]([Cl:26])[CH:19]=1.C(=O)([O-])[O-].[Cs+].[Cs+].C1(P(C2C=CC=CC=2)C2C3OC4C(=CC=CC=4P(C4C=CC=CC=4)C4C=CC=CC=4)C(C)(C)C=3C=CC=2)C=CC=CC=1. Given the product [Si:1]([O:8][C@H:9]1[CH2:10][C:11](=[O:16])[N:12]([C:18]2[CH:25]=[CH:24][C:21]([C:22]#[N:23])=[C:20]([Cl:26])[CH:19]=2)[C@H:13]1[CH2:14][CH3:15])([C:4]([CH3:7])([CH3:6])[CH3:5])([CH3:3])[CH3:2], predict the reactants needed to synthesize it. (3) Given the product [ClH:34].[CH3:1][O:2][C:3]1[CH:12]=[C:11]2[C:6]([CH:7]=[CH:8][C:9](=[O:33])[N:10]2[CH2:13][CH2:14][N:15]2[CH2:20][CH2:19][CH:18]([NH:21][CH2:22][C:23]3[CH:24]=[N:25][C:26]([C:29]([F:32])([F:31])[F:30])=[CH:27][CH:28]=3)[CH2:17][CH2:16]2)=[N:5][CH:4]=1, predict the reactants needed to synthesize it. The reactants are: [CH3:1][O:2][C:3]1[CH:12]=[C:11]2[C:6]([CH:7]=[CH:8][C:9](=[O:33])[N:10]2[CH2:13][CH2:14][N:15]2[CH2:20][CH2:19][CH:18]([NH:21][CH2:22][C:23]3[CH:24]=[N:25][C:26]([C:29]([F:32])([F:31])[F:30])=[CH:27][CH:28]=3)[CH2:17][CH2:16]2)=[N:5][CH:4]=1.[ClH:34]. (4) Given the product [Cl:1][C:2]1[CH:7]=[CH:6][C:5]([S:8]([N:11]([CH2:21][C:22]2[CH:23]=[CH:24][C:25]([C:26]([NH:31][CH2:32][CH2:33][C:34]([O:36][CH3:37])=[O:35])=[O:27])=[CH:29][CH:30]=2)[C@H:12]([C:15]2[CH:20]=[CH:19][CH:18]=[CH:17][CH:16]=2)[CH2:13][CH3:14])(=[O:9])=[O:10])=[CH:4][CH:3]=1, predict the reactants needed to synthesize it. The reactants are: [Cl:1][C:2]1[CH:7]=[CH:6][C:5]([S:8]([N:11]([CH2:21][C:22]2[CH:30]=[CH:29][C:25]([C:26](O)=[O:27])=[CH:24][CH:23]=2)[C@H:12]([C:15]2[CH:20]=[CH:19][CH:18]=[CH:17][CH:16]=2)[CH2:13][CH3:14])(=[O:10])=[O:9])=[CH:4][CH:3]=1.[NH2:31][CH2:32][CH2:33][C:34]([O:36][CH3:37])=[O:35]. (5) Given the product [Cl:24][C:22]1[CH:21]=[C:4]([CH:3]=[C:2]([N:25]2[CH2:30][CH2:29][CH2:28][CH2:27][CH2:26]2)[CH:23]=1)[CH2:5][O:6][C:7]1[CH:12]=[CH:11][CH:10]=[CH:9][C:8]=1[CH2:13][C:14]([O:16][C:17]([CH3:20])([CH3:19])[CH3:18])=[O:15], predict the reactants needed to synthesize it. The reactants are: Br[C:2]1[CH:3]=[C:4]([CH:21]=[C:22]([Cl:24])[CH:23]=1)[CH2:5][O:6][C:7]1[CH:12]=[CH:11][CH:10]=[CH:9][C:8]=1[CH2:13][C:14]([O:16][C:17]([CH3:20])([CH3:19])[CH3:18])=[O:15].[NH:25]1[CH2:30][CH2:29][CH2:28][CH2:27][CH2:26]1.